From a dataset of Forward reaction prediction with 1.9M reactions from USPTO patents (1976-2016). Predict the product of the given reaction. Given the reactants [OH-].[Na+].[Cl:3][C:4]1[CH:5]=[C:6]2[C:12]3=[CH:13][C:14]4[C:22](=[CH:23][C:11]3=[N:10][C:7]2=[CH:8][CH:9]=1)[C:21]1[C:16](=[CH:17][CH:18]=[C:19]([Cl:24])[CH:20]=1)[N:15]=4.Br[CH2:26][CH2:27][CH2:28][CH2:29][CH2:30][CH2:31][CH2:32][CH2:33][CH2:34][CH2:35][CH2:36][CH3:37].CO, predict the reaction product. The product is: [Cl:24][C:19]1[CH:20]=[C:21]2[C:22]3=[CH:23][C:11]4[N:10]([CH2:26][CH2:27][CH2:28][CH2:29][CH2:30][CH2:31][CH2:32][CH2:33][CH2:34][CH2:35][CH2:36][CH3:37])[C:7]5[C:6]([C:12]=4[CH:13]=[C:14]3[N:15]([CH2:19][CH2:20][CH2:21][CH2:22][CH2:23][CH2:11][CH2:12][CH2:6][CH2:5][CH2:4][CH2:9][CH3:8])[C:16]2=[CH:17][CH:18]=1)=[CH:5][C:4]([Cl:3])=[CH:9][CH:8]=5.